This data is from Catalyst prediction with 721,799 reactions and 888 catalyst types from USPTO. The task is: Predict which catalyst facilitates the given reaction. (1) Reactant: [C:1](Cl)(=[O:3])[CH3:2].[Cl:5][C:6]1[CH:7]=[CH:8][C:9]2[N:15]([CH2:16][C:17]([CH3:21])([CH3:20])[CH2:18][OH:19])[C:14](=[O:22])[C@@H:13]([CH2:23][C:24]([NH:26][C@@H:27]([CH3:31])[C:28]([OH:30])=[O:29])=[O:25])[O:12][C@H:11]([C:32]3[CH:37]=[CH:36][CH:35]=[C:34]([O:38][CH3:39])[C:33]=3[O:40][CH3:41])[C:10]=2[CH:42]=1.N1C=CC=CC=1.C(OCC)(=O)C. Product: [C:1]([O:19][CH2:18][C:17]([CH3:20])([CH3:21])[CH2:16][N:15]1[C:9]2[CH:8]=[CH:7][C:6]([Cl:5])=[CH:42][C:10]=2[C@@H:11]([C:32]2[CH:37]=[CH:36][CH:35]=[C:34]([O:38][CH3:39])[C:33]=2[O:40][CH3:41])[O:12][C@H:13]([CH2:23][C:24]([NH:26][C@@H:27]([CH3:31])[C:28]([OH:30])=[O:29])=[O:25])[C:14]1=[O:22])(=[O:3])[CH3:2]. The catalyst class is: 6. (2) Reactant: [C:1]1([C:20]2[CH:25]=[CH:24][CH:23]=[CH:22][CH:21]=2)[CH:6]=[CH:5][C:4]([CH2:7][C@H:8]2[N:12]([C:13](=O)[C:14](C)(C)C)[C:11](=[O:19])[CH2:10][CH2:9]2)=[CH:3][CH:2]=1.C([Li])CCC.BrCC#[N:34]. Product: [C:1]1([C:20]2[CH:25]=[CH:24][CH:23]=[CH:22][CH:21]=2)[CH:6]=[CH:5][C:4]([CH2:7][C@@H:8]2[CH2:9][CH2:10][C:11](=[O:19])[N:12]2[CH2:13][C:14]#[N:34])=[CH:3][CH:2]=1. The catalyst class is: 134. (3) Reactant: Br[C:2]1[CH:7]=[CH:6][C:5]([C:8](=[C:16]2[CH2:21][C:20]([CH3:23])([CH3:22])[CH2:19][C:18]([CH3:25])([CH3:24])[CH2:17]2)[C:9]2[CH:14]=[CH:13][C:12]([OH:15])=[CH:11][CH:10]=2)=[CH:4][CH:3]=1.[CH3:26][O:27][C:28]([C:30]1[CH:35]=[CH:34][CH:33]=[CH:32][C:31]=1B(O)O)=[O:29].C([O-])([O-])=O.[Na+].[Na+]. Product: [OH:15][C:12]1[CH:11]=[CH:10][C:9]([C:8](=[C:16]2[CH2:21][C:20]([CH3:22])([CH3:23])[CH2:19][C:18]([CH3:24])([CH3:25])[CH2:17]2)[C:5]2[CH:6]=[CH:7][C:2]([C:31]3[C:30]([C:28]([O:27][CH3:26])=[O:29])=[CH:35][CH:34]=[CH:33][CH:32]=3)=[CH:3][CH:4]=2)=[CH:14][CH:13]=1. The catalyst class is: 276. (4) Reactant: [CH:1](=O)[C:2]1[CH:7]=[CH:6][CH:5]=[CH:4][CH:3]=1.[NH2:9][C:10]1[CH:15]=[CH:14][CH:13]=[CH:12][CH:11]=1.[N:16]1([C:21]([O:23][C:24]([CH3:27])([CH3:26])[CH3:25])=[O:22])[CH:20]=[CH:19][CH2:18][CH2:17]1.C(S([O-])(=O)=O)(F)(F)F.C(S([O-])(=O)=O)(F)(F)F.C(S([O-])(=O)=O)(F)(F)F.[Dy+3]. Product: [C:2]1([C@@H:1]2[C@H:19]3[CH2:18][CH2:17][N:16]([C:21]([O:23][C:24]([CH3:27])([CH3:26])[CH3:25])=[O:22])[C@H:20]3[C:11]3[CH:12]=[CH:13][CH:14]=[CH:15][C:10]=3[NH:9]2)[CH:7]=[CH:6][CH:5]=[CH:4][CH:3]=1. The catalyst class is: 10. (5) Reactant: [Br:1][C:2]1[CH:3]=[C:4]([C:8]([CH:20]2[CH2:24][CH2:23][CH2:22][CH2:21]2)([CH3:19])[C:9]([O:11][CH:12]2[CH2:17][CH2:16][N:15]([CH3:18])[CH2:14][CH2:13]2)=[O:10])[CH:5]=[CH:6][CH:7]=1.[I:25][CH3:26]. Product: [I-:25].[Br:1][C:2]1[CH:3]=[C:4]([C:8]([CH:20]2[CH2:21][CH2:22][CH2:23][CH2:24]2)([CH3:19])[C:9]([O:11][CH:12]2[CH2:17][CH2:16][N+:15]([CH3:26])([CH3:18])[CH2:14][CH2:13]2)=[O:10])[CH:5]=[CH:6][CH:7]=1. The catalyst class is: 10. (6) Reactant: [CH2:1]([N:8]1[C:13](=[O:14])[C:12]([CH3:15])=[C:11]2[S:16][C:17]([C:19](O)=[O:20])=[CH:18][N:10]2[C:9]1=[O:22])[C:2]1[CH:7]=[CH:6][CH:5]=[CH:4][CH:3]=1.Cl.[N:24]1[S:28][N:27]=[C:26]2[CH:29]=[C:30]([CH2:33][NH2:34])[CH:31]=[CH:32][C:25]=12.O.ON1C2C=CC=CC=2N=N1.Cl.CN(C)CCCN=C=NCC. Product: [N:24]1[S:28][N:27]=[C:26]2[CH:29]=[C:30]([CH2:33][NH:34][C:19]([C:17]3[S:16][C:11]4[N:10]([C:9](=[O:22])[N:8]([CH2:1][C:2]5[CH:7]=[CH:6][CH:5]=[CH:4][CH:3]=5)[C:13](=[O:14])[C:12]=4[CH3:15])[CH:18]=3)=[O:20])[CH:31]=[CH:32][C:25]=12. The catalyst class is: 9.